The task is: Predict the product of the given reaction.. This data is from Forward reaction prediction with 1.9M reactions from USPTO patents (1976-2016). (1) Given the reactants O.[NH2:2][NH2:3].[CH3:4][O:5][C:6]1[CH:7]=[CH:8][C:9]2[N:13]([CH3:14])[C:12](=[O:15])[N:11]([CH2:16][C@H:17]3[CH2:22][CH2:21][C@H:20]([C:23](=O)[CH2:24][C:25]([C:27]4[CH:32]=[CH:31][N:30]=[CH:29][CH:28]=4)=O)[CH2:19][CH2:18]3)[C:10]=2[CH:34]=1, predict the reaction product. The product is: [CH3:4][O:5][C:6]1[CH:7]=[CH:8][C:9]2[N:13]([CH3:14])[C:12](=[O:15])[N:11]([CH2:16][C@H:17]3[CH2:22][CH2:21][C@H:20]([C:23]4[NH:2][N:3]=[C:25]([C:27]5[CH:32]=[CH:31][N:30]=[CH:29][CH:28]=5)[CH:24]=4)[CH2:19][CH2:18]3)[C:10]=2[CH:34]=1. (2) Given the reactants [CH3:1][NH:2][C@H:3]([C:15]([NH:17][C@H:18]([C:23]([N:25]([C@@H:27]([CH:36]([CH3:38])[CH3:37])/[CH:28]=[C:29](\[CH3:35])/[C:30]([O:32]CC)=[O:31])[CH3:26])=[O:24])[C:19]([CH3:22])([CH3:21])[CH3:20])=[O:16])[C:4]([CH3:14])([CH3:13])[C:5]1[CH:10]=[CH:9][C:8]([CH3:11])=[C:7]([CH3:12])[CH:6]=1.[OH-].[Li+], predict the reaction product. The product is: [CH3:1][NH:2][C@H:3]([C:15]([NH:17][C@H:18]([C:23]([N:25]([C@@H:27]([CH:36]([CH3:38])[CH3:37])/[CH:28]=[C:29](/[C:30]([OH:32])=[O:31])\[CH3:35])[CH3:26])=[O:24])[C:19]([CH3:21])([CH3:22])[CH3:20])=[O:16])[C:4]([CH3:14])([CH3:13])[C:5]1[CH:10]=[CH:9][C:8]([CH3:11])=[C:7]([CH3:12])[CH:6]=1. (3) Given the reactants [C:1]([CH2:3][CH2:4][C@H:5]1[CH2:9][C@H:8]([C:10](O)=O)[C@H:7](C)[CH2:6]1)#[N:2].C1C=CC(P([N:28]=[N+]=[N-])(C2C=CC=CC=2)=O)=CC=1.O.O.[OH-].[Li+], predict the reaction product. The product is: [NH2:28][CH:7]1[CH:8]([CH3:10])[CH2:9][CH:5]([CH2:4][CH2:3][C:1]#[N:2])[CH2:6]1. (4) Given the reactants [Cl:1][C:2]1[CH:3]=[C:4]([CH:9]([CH2:13][C:14]2[CH:19]=[CH:18][CH:17]=[C:16]([O:20][CH3:21])[CH:15]=2)[C:10](O)=[O:11])[CH:5]=[C:6]([Cl:8])[CH:7]=1.O=S(Cl)[Cl:24], predict the reaction product. The product is: [Cl:1][C:2]1[CH:3]=[C:4]([CH:9]([CH2:13][C:14]2[CH:19]=[CH:18][CH:17]=[C:16]([O:20][CH3:21])[CH:15]=2)[C:10]([Cl:24])=[O:11])[CH:5]=[C:6]([Cl:8])[CH:7]=1. (5) Given the reactants [NH:1]1[CH2:6][CH2:5][NH:4][CH2:3][CH2:2]1.[CH3:7][C:8]([O:11][C:12](O[C:12]([O:11][C:8]([CH3:10])([CH3:9])[CH3:7])=[O:13])=[O:13])([CH3:10])[CH3:9], predict the reaction product. The product is: [C:12]([N:1]1[CH2:6][CH2:5][NH:4][CH2:3][CH2:2]1)([O:11][C:8]([CH3:10])([CH3:9])[CH3:7])=[O:13]. (6) The product is: [OH:31][C@:27]([C:22]1[N:21]=[CH:26][CH:25]=[CH:24][N:23]=1)([CH3:28])[C:29]#[C:30][C:2]1[CH:3]=[C:4]([N:8]2[C:16]3[C:11](=[CH:12][CH:13]=[CH:14][CH:15]=3)[C:10]([C:17]([O:19][CH3:20])=[O:18])=[N:9]2)[CH:5]=[CH:6][CH:7]=1. Given the reactants Br[C:2]1[CH:3]=[C:4]([N:8]2[C:16]3[C:11](=[CH:12][CH:13]=[CH:14][CH:15]=3)[C:10]([C:17]([O:19][CH3:20])=[O:18])=[N:9]2)[CH:5]=[CH:6][CH:7]=1.[N:21]1[CH:26]=[CH:25][CH:24]=[N:23][C:22]=1[C@:27]([OH:31])([C:29]#[CH:30])[CH3:28], predict the reaction product.